This data is from Full USPTO retrosynthesis dataset with 1.9M reactions from patents (1976-2016). The task is: Predict the reactants needed to synthesize the given product. Given the product [CH3:1][O:2][C:3]([C:5]1[S:9][C:8](=[N:10][C:21]([C:11]23[CH2:20][CH:15]4[CH2:14][CH:13]([CH2:19][CH:17]([CH2:16]4)[CH2:18]2)[CH2:12]3)=[O:22])[NH:7][CH:6]=1)=[O:4], predict the reactants needed to synthesize it. The reactants are: [CH3:1][O:2][C:3]([C:5]1[S:9][C:8]([NH2:10])=[N:7][CH:6]=1)=[O:4].[C:11]12([C:21](O)=[O:22])[CH2:20][CH:15]3[CH2:16][CH:17]([CH2:19][CH:13]([CH2:14]3)[CH2:12]1)[CH2:18]2.